From a dataset of Forward reaction prediction with 1.9M reactions from USPTO patents (1976-2016). Predict the product of the given reaction. (1) Given the reactants [CH3:1][O:2][C:3]([C:5]1[S:9][C:8]2[C:10]([C:13]3[CH:18]=[CH:17][CH:16]=[C:15]([NH:19][CH:20]4[CH2:25][CH2:24][CH2:23][CH2:22][CH2:21]4)[CH:14]=3)=[CH:11][S:12][C:7]=2[C:6]=1[O:26][CH2:27][C:28]([O:30][CH2:31][CH3:32])=[O:29])=[O:4].Cl[C:34]([O:36][CH3:37])=[O:35], predict the reaction product. The product is: [C:28]([CH2:27][O:26][C:6]1[C:7]2[S:12][CH:11]=[C:10]([C:13]3[CH:18]=[CH:17][CH:16]=[C:15]([N:19]([CH:20]4[CH2:25][CH2:24][CH2:23][CH2:22][CH2:21]4)[C:34]([O:36][CH3:37])=[O:35])[CH:14]=3)[C:8]=2[S:9][C:5]=1[C:3]([OH:4])=[O:2])([OH:30])=[O:29].[CH3:1][O:2][C:3]([C:5]1[S:9][C:8]2[C:10]([C:13]3[CH:18]=[CH:17][CH:16]=[C:15]([N:19]([CH:20]4[CH2:25][CH2:24][CH2:23][CH2:22][CH2:21]4)[C:34]([O:36][CH3:37])=[O:35])[CH:14]=3)=[CH:11][S:12][C:7]=2[C:6]=1[O:26][CH2:27][C:28]([O:30][CH2:31][CH3:32])=[O:29])=[O:4]. (2) Given the reactants [N+:1]([C:4]1[CH:5]=[C:6]([C:13]([N:15]2[CH2:20][CH2:19][CH2:18][CH2:17][CH2:16]2)=[O:14])[CH:7]=[CH:8][C:9]=1[N+:10]([O-])=O)([O-])=O, predict the reaction product. The product is: [NH2:1][C:4]1[CH:5]=[C:6]([C:13]([N:15]2[CH2:20][CH2:19][CH2:18][CH2:17][CH2:16]2)=[O:14])[CH:7]=[CH:8][C:9]=1[NH2:10]. (3) Given the reactants [NH2:1][C:2]1[C:3]2[C:10]([C:11]3[CH:16]=[CH:15][CH:14]=[CH:13][C:12]=3O)=[CH:9][N:8]([CH:18]3[CH2:22][CH2:21][O:20][CH2:19]3)[C:4]=2[N:5]=[CH:6][N:7]=1.F[C:24]1[CH:31]=[CH:30][CH:29]=[C:28]([NH:32][CH2:33][CH2:34][CH2:35][N:36]2[CH:40]=[CH:39][N:38]=[CH:37]2)[C:25]=1[C:26]#[N:27].C(=O)([O-])[O-:42].[K+].[K+], predict the reaction product. The product is: [NH2:1][C:2]1[C:3]2[C:10]([C:11]3[CH:16]=[CH:15][C:14]([O:42][C:24]4[CH:31]=[CH:30][CH:29]=[C:28]([NH:32][CH2:33][CH2:34][CH2:35][N:36]5[CH:40]=[CH:39][N:38]=[CH:37]5)[C:25]=4[C:26]#[N:27])=[CH:13][CH:12]=3)=[CH:9][N:8]([CH:18]3[CH2:22][CH2:21][O:20][CH2:19]3)[C:4]=2[N:5]=[CH:6][N:7]=1. (4) Given the reactants Cl[CH2:2][CH2:3][O:4][C:5]1[CH:6]=[C:7]2[C:12](=[CH:13][CH:14]=1)[C:11](=[O:15])[CH2:10][CH2:9][CH2:8]2.[CH3:16][C:17]1[NH:18][CH:19]=[CH:20][N:21]=1, predict the reaction product. The product is: [CH3:16][C:17]1[N:18]([CH2:2][CH2:3][O:4][C:5]2[CH:6]=[C:7]3[C:12](=[CH:13][CH:14]=2)[C:11](=[O:15])[CH2:10][CH2:9][CH2:8]3)[CH:19]=[CH:20][N:21]=1. (5) Given the reactants [C:1]1([CH2:7][NH:8][C@@H:9]([CH3:12])[CH2:10][OH:11])[CH:6]=[CH:5][CH:4]=[CH:3][CH:2]=1.C([O-])([O-])=O.[K+].[K+].Cl[CH2:20][C:21](Cl)=[O:22].[OH-].[Na+], predict the reaction product. The product is: [CH3:12][C@@H:9]1[N:8]([CH2:7][C:1]2[CH:6]=[CH:5][CH:4]=[CH:3][CH:2]=2)[C:21](=[O:22])[CH2:20][O:11][CH2:10]1. (6) Given the reactants [F:1][C:2]1[CH:3]=[C:4]2[C:10]([C:11]3[N:19]=[C:18]4[C:14]([N:15]([CH2:21][C:22]([F:25])([F:24])[F:23])[C:16](=[O:20])[NH:17]4)=[C:13](I)[N:12]=3)=[N:9][N:8]([CH2:27][C:28]3[CH:33]=[CH:32][CH:31]=[CH:30][C:29]=3[F:34])[C:5]2=[N:6][CH:7]=1.O.P(Cl)(Cl)([Cl:38])=O, predict the reaction product. The product is: [Cl:38][C:13]1[N:12]=[C:11]([C:10]2[C:4]3[C:5](=[N:6][CH:7]=[C:2]([F:1])[CH:3]=3)[N:8]([CH2:27][C:28]3[CH:33]=[CH:32][CH:31]=[CH:30][C:29]=3[F:34])[N:9]=2)[N:19]=[C:18]2[C:14]=1[N:15]([CH2:21][C:22]([F:25])([F:24])[F:23])[C:16](=[O:20])[NH:17]2.